From a dataset of Full USPTO retrosynthesis dataset with 1.9M reactions from patents (1976-2016). Predict the reactants needed to synthesize the given product. (1) Given the product [C:28]([CH2:27][C:23]1([N:21]2[CH:22]=[C:18]([C:17]3[C:12]4[CH:11]=[CH:10][N:9]([CH2:8][O:7][CH2:6][CH2:5][Si:4]([CH3:30])([CH3:3])[CH3:31])[C:13]=4[N:14]=[CH:15][N:16]=3)[CH:19]=[N:20]2)[CH2:24][N:25]([C:33]2[CH:42]=[CH:41][C:36]([C:37]([O:39][CH3:40])=[O:38])=[C:35]([F:43])[CH:34]=2)[CH2:26]1)#[N:29], predict the reactants needed to synthesize it. The reactants are: Cl.Cl.[CH3:3][Si:4]([CH3:31])([CH3:30])[CH2:5][CH2:6][O:7][CH2:8][N:9]1[C:13]2[N:14]=[CH:15][N:16]=[C:17]([C:18]3[CH:19]=[N:20][N:21]([C:23]4([CH2:27][C:28]#[N:29])[CH2:26][NH:25][CH2:24]4)[CH:22]=3)[C:12]=2[CH:11]=[CH:10]1.Br[C:33]1[CH:42]=[CH:41][C:36]([C:37]([O:39][CH3:40])=[O:38])=[C:35]([F:43])[CH:34]=1.C(=O)([O-])[O-].[Cs+].[Cs+].C1(PC2C=CC=CC=2)C=CC=CC=1. (2) The reactants are: [C:1]1([C:7]2[CH:12]=[CH:11][C:10](/[CH:13]=[CH:14]/[CH2:15]O)=[CH:9][CH:8]=2)[CH:6]=[CH:5][CH:4]=[CH:3][CH:2]=1.S(Cl)([Cl:19])=O. Given the product [Cl:19][CH2:15]/[CH:14]=[CH:13]/[C:10]1[CH:11]=[CH:12][C:7]([C:1]2[CH:6]=[CH:5][CH:4]=[CH:3][CH:2]=2)=[CH:8][CH:9]=1, predict the reactants needed to synthesize it. (3) Given the product [CH3:1][CH2:2][CH2:3][CH:4]1[O:24][C@:23]2([C:25]([CH2:27][OH:28])=[O:26])[C@@H:6]([CH2:7][C@@H:8]3[C@:22]2([CH3:29])[CH2:21][C@H:20]([OH:30])[C@H:19]2[C@H:9]3[CH2:10][CH2:11][C:12]3[C@:18]2([CH3:31])[CH:17]=[CH:16][C:14](=[O:15])[CH:13]=3)[O:5]1.[C:35]([O-:37])(=[O:36])[CH2:34][CH2:33][C:32]([O-:38])=[O:39], predict the reactants needed to synthesize it. The reactants are: [CH3:1][CH2:2][CH2:3][CH:4]1[O:24][C@:23]2([C:25]([CH2:27][OH:28])=[O:26])[C@@H:6]([CH2:7][C@@H:8]3[C@:22]2([CH3:29])[CH2:21][C@H:20]([OH:30])[C@H:19]2[C@H:9]3[CH2:10][CH2:11][C:12]3[C@:18]2([CH3:31])[CH:17]=[CH:16][C:14](=[O:15])[CH:13]=3)[O:5]1.[C:32]1(=[O:38])[O:37][C:35](=[O:36])[CH2:34][CH2:33]1.[OH2:39].Cl. (4) Given the product [C:4]([O:3][CH2:1][CH3:2])(=[O:19])[CH3:5].[CH3:36][OH:38].[NH4+:16].[OH-:3].[F:15][CH:13]([F:14])[O:12][C:9]1[CH:10]=[CH:11][C:6]([CH2:5][C:4]2[NH:41][C:39](=[O:40])[C:22]3[N:23]=[CH:24][N:25]([CH:26]([CH:36]([OH:38])[CH3:37])[CH2:27][CH2:28][CH2:29][C:30]4[CH:35]=[CH:34][CH:33]=[CH:32][CH:31]=4)[C:21]=3[N:20]=2)=[CH:7][C:8]=1[N+:16]([O-:18])=[O:17], predict the reactants needed to synthesize it. The reactants are: [CH2:1]([O:3][C:4](=[O:19])[CH2:5][C:6]1[CH:11]=[CH:10][C:9]([O:12][CH:13]([F:15])[F:14])=[C:8]([N+:16]([O-:18])=[O:17])[CH:7]=1)[CH3:2].[NH2:20][C:21]1[N:25]([CH:26]([CH:36]([OH:38])[CH3:37])[CH2:27][CH2:28][CH2:29][C:30]2[CH:35]=[CH:34][CH:33]=[CH:32][CH:31]=2)[CH:24]=[N:23][C:22]=1[C:39]([NH2:41])=[O:40].[Na]. (5) Given the product [OH:1][CH:2]([CH2:21][NH:12][CH2:11][CH2:8][CH3:7])[CH2:3][O:4][C:5]1[CH:10]=[CH:9][C:8]([C:11]2[N:12]=[C:13]3[C:18]([CH3:19])=[CH:17][CH:16]=[CH:15][N:14]3[CH:20]=2)=[CH:7][CH:6]=1, predict the reactants needed to synthesize it. The reactants are: [O:1]1[CH2:21][CH:2]1[CH2:3][O:4][C:5]1[CH:10]=[CH:9][C:8]([C:11]2[N:12]=[C:13]3[C:18]([CH3:19])=[CH:17][CH:16]=[CH:15][N:14]3[CH:20]=2)=[CH:7][CH:6]=1. (6) Given the product [Br:18][C@H:19]1[C:24](=[O:25])[CH2:23][C@@H:22]([C:26]([O:28][CH3:1])=[O:27])[C@H:21]([C:29]2[CH:34]=[CH:33][CH:32]=[CH:31][C:30]=2[Br:35])[CH2:20]1, predict the reactants needed to synthesize it. The reactants are: [CH3:1]C(C)=O.OS(O)(=O)=O.O=[Cr](=O)=O.CC(C)=O.[Br:18][C@H:19]1[C@@H:24]([OH:25])[CH2:23][C@@H:22]([C:26]([O-:28])=[O:27])[C@H:21]([C:29]2[CH:34]=[CH:33][CH:32]=[CH:31][C:30]=2[Br:35])[CH2:20]1.